Dataset: Full USPTO retrosynthesis dataset with 1.9M reactions from patents (1976-2016). Task: Predict the reactants needed to synthesize the given product. (1) Given the product [CH3:24][O:23][C:20]1[CH:19]=[CH:18][C:17]([C:14]2[S:15][CH:16]=[C:12]([CH2:10][OH:9])[N:13]=2)=[CH:22][CH:21]=1, predict the reactants needed to synthesize it. The reactants are: [H-].[H-].[H-].[H-].[Li+].[Al+3].C([O:9][C:10]([C:12]1[N:13]=[C:14]([C:17]2[CH:22]=[CH:21][C:20]([O:23][CH3:24])=[CH:19][CH:18]=2)[S:15][CH:16]=1)=O)C.O.[OH-].[Na+]. (2) Given the product [CH2:9]([C:8]1[C:3]([CH2:2][O:33][C:20]2[CH:21]=[CH:22][C:23]([N:25]3[C:29]([CH3:30])=[C:28]([CH3:31])[C:27]([CH3:32])=[N:26]3)=[CH:24][C:19]=2[CH3:18])=[C:4]([N:11]2[C:15](=[O:16])[N:14]([CH3:17])[N:13]=[N:12]2)[CH:5]=[CH:6][CH:7]=1)[CH3:10], predict the reactants needed to synthesize it. The reactants are: Br[CH2:2][C:3]1[C:8]([CH2:9][CH3:10])=[CH:7][CH:6]=[CH:5][C:4]=1[N:11]1[C:15](=[O:16])[N:14]([CH3:17])[N:13]=[N:12]1.[CH3:18][C:19]1[CH:24]=[C:23]([N:25]2[C:29]([CH3:30])=[C:28]([CH3:31])[C:27]([CH3:32])=[N:26]2)[CH:22]=[CH:21][C:20]=1[OH:33].C(=O)([O-])[O-].[K+].[K+]. (3) Given the product [Cl:27][C:20]1[CH:21]=[CH:22][C:9]2[C:8]([C:5]3[CH:6]=[CH:7][C:2]([Cl:1])=[CH:3][CH:4]=3)=[N:14][CH2:13][C:12]3[O:15][N:16]=[C:17]([CH3:18])[C:11]=3[C:10]=2[N:19]=1, predict the reactants needed to synthesize it. The reactants are: [Cl:1][C:2]1[CH:7]=[CH:6][C:5]([C:8]2[C:9]3[CH:22]=[CH:21][C:20](OC)=[N:19][C:10]=3[C:11]3[C:17]([CH3:18])=[N:16][O:15][C:12]=3[CH2:13][N:14]=2)=[CH:4][CH:3]=1.P(Cl)(Cl)([Cl:27])=O.[OH-].[Na+].C([O-])([O-])=O.[Na+].[Na+]. (4) Given the product [CH2:44]([C:48]1[N:52]([CH2:7][C:8]2[CH:13]=[CH:12][C:11]([C:14]3[CH:19]=[CH:18][CH:17]=[CH:16][C:15]=3[C:20]3[N:24]([C:25]([C:38]4[CH:43]=[CH:42][CH:41]=[CH:40][CH:39]=4)([C:32]4[CH:37]=[CH:36][CH:35]=[CH:34][CH:33]=4)[C:26]4[CH:31]=[CH:30][CH:29]=[CH:28][CH:27]=4)[N:23]=[N:22][N:21]=3)=[CH:10][CH:9]=2)[C:51]([CH:53]=[O:54])=[C:50]([Cl:55])[N:49]=1)[CH2:45][CH2:46][CH3:47], predict the reactants needed to synthesize it. The reactants are: CN(C=O)C.Br[CH2:7][C:8]1[CH:13]=[CH:12][C:11]([C:14]2[CH:19]=[CH:18][CH:17]=[CH:16][C:15]=2[C:20]2[N:24]([C:25]([C:38]3[CH:43]=[CH:42][CH:41]=[CH:40][CH:39]=3)([C:32]3[CH:37]=[CH:36][CH:35]=[CH:34][CH:33]=3)[C:26]3[CH:31]=[CH:30][CH:29]=[CH:28][CH:27]=3)[N:23]=[N:22][N:21]=2)=[CH:10][CH:9]=1.[CH2:44]([C:48]1[NH:52][C:51]([CH:53]=[O:54])=[C:50]([Cl:55])[N:49]=1)[CH2:45][CH2:46][CH3:47].C([O-])([O-])=O.[K+].[K+]. (5) The reactants are: FC(F)(F)S(O[C:7]1[CH:8]=[C:9]2[C:13](=[CH:14][C:15]=1[CH3:16])[CH:12]([CH2:17][C:18]([O:20][CH3:21])=[O:19])[CH2:11][CH2:10]2)(=O)=O.[CH3:24][N:25]1CCCC1=O. Given the product [C:24]([C:7]1[CH:8]=[C:9]2[C:13](=[CH:14][C:15]=1[CH3:16])[CH:12]([CH2:17][C:18]([O:20][CH3:21])=[O:19])[CH2:11][CH2:10]2)#[N:25], predict the reactants needed to synthesize it.